This data is from CYP2D6 inhibition data for predicting drug metabolism from PubChem BioAssay. The task is: Regression/Classification. Given a drug SMILES string, predict its absorption, distribution, metabolism, or excretion properties. Task type varies by dataset: regression for continuous measurements (e.g., permeability, clearance, half-life) or binary classification for categorical outcomes (e.g., BBB penetration, CYP inhibition). Dataset: cyp2d6_veith. (1) The compound is Cc1nc2cnc(N3CCN(C)CC3)nc2n(-c2ccccc2)c1=O. The result is 0 (non-inhibitor). (2) The compound is Cc1cc(C(=O)CSc2nnc(-c3ccccc3)o2)c(C)n1CC1COc2ccccc2O1. The result is 0 (non-inhibitor). (3) The drug is O=C(O)C/C(=C\c1ccco1)C(=O)O. The result is 0 (non-inhibitor). (4) The drug is COc1ccc(-c2nc3ccccc3c(=O)n2N)cc1. The result is 0 (non-inhibitor). (5) The drug is O=[N+]([O-])c1cccc(/C(=N/N=C/c2ccccc2Br)C23CN4CN(CN(C4)C2)C3)c1. The result is 0 (non-inhibitor).